This data is from Peptide-MHC class II binding affinity with 134,281 pairs from IEDB. The task is: Regression. Given a peptide amino acid sequence and an MHC pseudo amino acid sequence, predict their binding affinity value. This is MHC class II binding data. (1) The peptide sequence is ALTALIRDPPADSTG. The MHC is DRB5_0101 with pseudo-sequence DRB5_0101. The binding affinity (normalized) is 0.0840. (2) The peptide sequence is FKAAVAAAAGAPPAD. The MHC is HLA-DQA10301-DQB10302 with pseudo-sequence HLA-DQA10301-DQB10302. The binding affinity (normalized) is 0.348. (3) The peptide sequence is NNPKEWLQVDFQKTMKVTGV. The MHC is DRB1_1104 with pseudo-sequence DRB1_1104. The binding affinity (normalized) is 0.134. (4) The peptide sequence is TALKKAITAMSEAQK. The binding affinity (normalized) is 0.774. The MHC is DRB1_0802 with pseudo-sequence DRB1_0802. (5) The peptide sequence is AGIMIFDPYGATISA. The MHC is DRB1_1101 with pseudo-sequence DRB1_1101. The binding affinity (normalized) is 0.133. (6) The peptide sequence is RLCFSKSKNTLMYEI. The MHC is DRB1_0802 with pseudo-sequence DRB1_0802. The binding affinity (normalized) is 0.628. (7) The peptide sequence is KRWIILGLNKIVRMY. The MHC is DRB1_1501 with pseudo-sequence DRB1_1501. The binding affinity (normalized) is 0.849. (8) The peptide sequence is WIEQEGPEYW. The MHC is HLA-DQA10501-DQB10201 with pseudo-sequence HLA-DQA10501-DQB10201. The binding affinity (normalized) is 0.773. (9) The binding affinity (normalized) is 0.644. The MHC is HLA-DQA10102-DQB10602 with pseudo-sequence HLA-DQA10102-DQB10602. The peptide sequence is INEPLAAAIAYGLDR. (10) The peptide sequence is FVNPVEAFQFYFELL. The MHC is HLA-DPA10201-DPB10501 with pseudo-sequence HLA-DPA10201-DPB10501. The binding affinity (normalized) is 0.371.